Task: Predict which catalyst facilitates the given reaction.. Dataset: Catalyst prediction with 721,799 reactions and 888 catalyst types from USPTO (1) Reactant: P(Cl)(Cl)(Cl)(Cl)[Cl:2].[ClH:7].[NH2:8][C:9]1([C:15]([OH:17])=O)[CH2:14][CH2:13][CH2:12][CH2:11][CH2:10]1. Product: [ClH:2].[NH2:8][C:9]1([C:15]([Cl:7])=[O:17])[CH2:14][CH2:13][CH2:12][CH2:11][CH2:10]1. The catalyst class is: 10. (2) Reactant: [CH2:1]=[C:2]1[CH2:5][N:4]([C:6]([O:8][C:9]([CH3:12])([CH3:11])[CH3:10])=[O:7])[CH2:3]1.ClC1C=C(C=CC=1)C(OO)=[O:18]. Product: [O:18]1[C:2]2([CH2:5][N:4]([C:6]([O:8][C:9]([CH3:12])([CH3:11])[CH3:10])=[O:7])[CH2:3]2)[CH2:1]1. The catalyst class is: 22. (3) Reactant: [Cl:1][C:2]1[CH:3]=[C:4]([C:13]([OH:16])([CH3:15])[CH3:14])[CH:5]=[C:6]([CH:8]2OCC[O:9]2)[CH:7]=1.O.C1(C)C=CC(S(O)(=O)=O)=CC=1. Product: [Cl:1][C:2]1[CH:7]=[C:6]([CH:5]=[C:4]([C:13]([OH:16])([CH3:14])[CH3:15])[CH:3]=1)[CH:8]=[O:9]. The catalyst class is: 21. (4) The catalyst class is: 3. Product: [CH2:1]([C:5]1[CH:6]=[CH:7][C:8]([C:11]#[C:12][C:13]2[CH:38]=[CH:37][C:16]([CH2:17][N:18]([CH2:24][C:25]3[CH:26]=[CH:27][C:28]([O:29][CH2:30][C:31]([OH:33])=[O:32])=[CH:35][CH:36]=3)[C:19](=[O:23])[CH2:20][C:21]#[N:22])=[CH:15][CH:14]=2)=[CH:9][CH:10]=1)[CH2:2][CH2:3][CH3:4]. Reactant: [CH2:1]([C:5]1[CH:10]=[CH:9][C:8]([C:11]#[C:12][C:13]2[CH:38]=[CH:37][C:16]([CH2:17][N:18]([CH2:24][C:25]3[CH:36]=[CH:35][C:28]([O:29][CH2:30][C:31]([O:33]C)=[O:32])=[CH:27][CH:26]=3)[C:19](=[O:23])[CH2:20][C:21]#[N:22])=[CH:15][CH:14]=2)=[CH:7][CH:6]=1)[CH2:2][CH2:3][CH3:4].[OH-].[Na+].